This data is from Full USPTO retrosynthesis dataset with 1.9M reactions from patents (1976-2016). The task is: Predict the reactants needed to synthesize the given product. The reactants are: [CH2:1]([O:8][C:9]1[CH:14]=[CH:13][C:12]([CH2:15][CH2:16][CH:17]2[O:21][C:20](=[O:22])[CH:19]=[C:18]2[O:23]C)=[CH:11][CH:10]=1)[C:2]1[CH:7]=[CH:6][CH:5]=[CH:4][CH:3]=1.Cl. Given the product [CH2:1]([O:8][C:9]1[CH:14]=[CH:13][C:12]([CH2:15][CH2:16][CH:17]2[O:21][C:20](=[O:22])[CH:19]=[C:18]2[OH:23])=[CH:11][CH:10]=1)[C:2]1[CH:7]=[CH:6][CH:5]=[CH:4][CH:3]=1, predict the reactants needed to synthesize it.